The task is: Predict the reactants needed to synthesize the given product.. This data is from Full USPTO retrosynthesis dataset with 1.9M reactions from patents (1976-2016). (1) Given the product [CH3:18][O:17][C:13]1[CH:12]=[C:11]([C:6]2[C:7]3[CH2:8][CH2:9][N:33]([C:30]4[CH:29]=[N:28][C:27]([O:26][CH3:25])=[CH:32][CH:31]=4)[C:2]=3[N:3]=[C:4]([N:19]3[CH2:24][CH2:23][O:22][CH2:21][CH2:20]3)[N:5]=2)[CH:16]=[CH:15][CH:14]=1, predict the reactants needed to synthesize it. The reactants are: Cl[C:2]1[C:7]([CH2:8][CH2:9]Cl)=[C:6]([C:11]2[CH:16]=[CH:15][CH:14]=[C:13]([O:17][CH3:18])[CH:12]=2)[N:5]=[C:4]([N:19]2[CH2:24][CH2:23][O:22][CH2:21][CH2:20]2)[N:3]=1.[CH3:25][O:26][C:27]1[CH:32]=[CH:31][C:30]([NH2:33])=[CH:29][N:28]=1. (2) Given the product [CH3:1][C:2]1[CH:7]=[C:6]([C:8]([OH:17])([C:13]([F:14])([F:15])[F:16])[C:9]([F:12])([F:11])[F:10])[CH:5]=[C:4]([CH3:18])[C:3]=1[NH:19][C:20](=[O:28])[C:21]1[CH:26]=[CH:25][CH:24]=[C:23]([NH:27][C:29](=[O:36])[C:30]2[CH:35]=[CH:34][CH:33]=[CH:32][CH:31]=2)[CH:22]=1, predict the reactants needed to synthesize it. The reactants are: [CH3:1][C:2]1[CH:7]=[C:6]([C:8]([OH:17])([C:13]([F:16])([F:15])[F:14])[C:9]([F:12])([F:11])[F:10])[CH:5]=[C:4]([CH3:18])[C:3]=1[NH:19][C:20](=[O:28])[C:21]1[CH:26]=[CH:25][CH:24]=[C:23]([NH2:27])[CH:22]=1.[C:29](Cl)(=[O:36])[C:30]1[CH:35]=[CH:34][CH:33]=[CH:32][CH:31]=1.N1C=CC=CC=1.